Dataset: Full USPTO retrosynthesis dataset with 1.9M reactions from patents (1976-2016). Task: Predict the reactants needed to synthesize the given product. (1) Given the product [OH:35][CH2:34][CH2:33][CH2:32][CH2:31][NH:30][C:2]1[CH:9]=[C:8]([N:10]2[C:14]3=[N:15][CH:16]=[CH:17][C:18]([C:19]4[CH:20]=[N:21][C:22]5[C:27]([CH:28]=4)=[CH:26][CH:25]=[CH:24][CH:23]=5)=[C:13]3[C:12]([CH3:29])=[CH:11]2)[CH:7]=[CH:6][C:3]=1[C:4]#[N:5], predict the reactants needed to synthesize it. The reactants are: Br[C:2]1[CH:9]=[C:8]([N:10]2[C:14]3=[N:15][CH:16]=[CH:17][C:18]([C:19]4[CH:20]=[N:21][C:22]5[C:27]([CH:28]=4)=[CH:26][CH:25]=[CH:24][CH:23]=5)=[C:13]3[C:12]([CH3:29])=[CH:11]2)[CH:7]=[CH:6][C:3]=1[C:4]#[N:5].[NH2:30][CH2:31][CH2:32][CH2:33][CH2:34][OH:35]. (2) Given the product [CH3:22][S:23]([O:21][CH2:20][C:19]1[S:18][N:17]=[N:16][C:15]=1[C:10]1[N:9]([C:4]2[CH:5]=[CH:6][C:7]([F:8])=[C:2]([Cl:1])[CH:3]=2)[C:13](=[O:14])[O:12][N:11]=1)(=[O:25])=[O:24], predict the reactants needed to synthesize it. The reactants are: [Cl:1][C:2]1[CH:3]=[C:4]([N:9]2[C:13](=[O:14])[O:12][N:11]=[C:10]2[C:15]2[N:16]=[N:17][S:18][C:19]=2[CH2:20][OH:21])[CH:5]=[CH:6][C:7]=1[F:8].[CH3:22][S:23](Cl)(=[O:25])=[O:24]. (3) Given the product [F:8][C:9]1[CH:26]=[CH:25][C:12]([CH2:13][C:14]2[C:23]3[C:18](=[CH:19][CH:20]=[CH:21][CH:22]=3)[C:17](=[O:24])[NH:16][N:15]=2)=[CH:11][C:10]=1[C:27]([N:29]1[CH2:34][CH2:33][N:32]([C:41](=[O:42])[C:40]([C:36]2[O:35][CH:39]=[CH:38][CH:37]=2)=[O:44])[CH2:31][CH2:30]1)=[O:28], predict the reactants needed to synthesize it. The reactants are: OC(C(F)(F)F)=O.[F:8][C:9]1[CH:26]=[CH:25][C:12]([CH2:13][C:14]2[C:23]3[C:18](=[CH:19][CH:20]=[CH:21][CH:22]=3)[C:17](=[O:24])[NH:16][N:15]=2)=[CH:11][C:10]=1[C:27]([N:29]1[CH2:34][CH2:33][NH:32][CH2:31][CH2:30]1)=[O:28].[O:35]1[CH:39]=[CH:38][CH:37]=[C:36]1[C:40](=[O:44])[C:41](O)=[O:42].CCN(C(C)C)C(C)C.CN(C(ON1N=NC2C=CC=NC1=2)=[N+](C)C)C.F[P-](F)(F)(F)(F)F. (4) Given the product [F:1][C:2]1[CH:7]=[C:6]([I:8])[CH:5]=[C:4]2[C:3]=1[NH:9][CH:10]=[C:11]([C:12]([O:14][CH2:15][CH3:16])=[O:13])[C:17]2=[O:19], predict the reactants needed to synthesize it. The reactants are: [F:1][C:2]1[CH:7]=[C:6]([I:8])[CH:5]=[CH:4][C:3]=1[NH:9][CH:10]=[C:11]([C:17]([O:19]CC)=O)[C:12]([O:14][CH2:15][CH3:16])=[O:13].CS(O)(=O)=O.O=P12OP3(OP(OP(O3)(O1)=O)(=O)O2)=O. (5) Given the product [CH3:12][C:7]1[CH:6]=[CH:5][C:4]2[C:9](=[CH:10][CH:11]=[C:2]([C:42]#[C:41][Si:38]([CH3:40])([CH3:39])[CH3:37])[CH:3]=2)[N:8]=1, predict the reactants needed to synthesize it. The reactants are: Br[C:2]1[CH:3]=[C:4]2[C:9](=[CH:10][CH:11]=1)[N:8]=[C:7]([CH3:12])[CH:6]=[CH:5]2.C1(P(C2C=CC=CC=2)C2C=CC=CC=2)C=CC=CC=1.C(NCC)C.[CH3:37][Si:38]([C:41]#[CH:42])([CH3:40])[CH3:39]. (6) Given the product [CH2:3]([CH:13]([C:12](=[O:17])[CH3:11])[C:14](=[O:16])[CH3:15])[C:2]#[CH:1], predict the reactants needed to synthesize it. The reactants are: [CH2:1](Br)[C:2]#[CH:3].C([O-])([O-])=O.[K+].[K+].[CH3:11][C:12](=[O:17])[CH2:13][C:14](=[O:16])[CH3:15]. (7) Given the product [OH:22][N:21]=[C:2]1[CH2:10][CH:9]2[CH2:11][C:5]3([NH:13][C:14](=[O:20])[O:15][C:16]([CH3:19])([CH3:18])[CH3:17])[CH2:6][CH:7]([CH2:12][CH:3]1[CH2:4]3)[CH2:8]2, predict the reactants needed to synthesize it. The reactants are: O=[C:2]1[CH2:10][CH:9]2[CH2:11][C:5]3([NH:13][C:14](=[O:20])[O:15][C:16]([CH3:19])([CH3:18])[CH3:17])[CH2:6][CH:7]([CH2:12][CH:3]1[CH2:4]3)[CH2:8]2.[NH2:21][OH:22].Cl.[OH-].[Na+]. (8) Given the product [CH2:1]([O:3][C:4]([C:6]1([C:9]2[CH:10]=[CH:11][C:12]([C:15]3[CH:20]=[CH:19][C:18]([C:21]4[O:25][N:24]=[C:23]([CH3:26])[C:22]=4[CH2:27][N:28]([C:38](=[O:40])[CH3:39])[CH2:29][CH:30]([C:32]4[CH:33]=[CH:34][CH:35]=[CH:36][CH:37]=4)[CH3:31])=[CH:17][CH:16]=3)=[CH:13][CH:14]=2)[CH2:7][CH2:8]1)=[O:5])[CH3:2], predict the reactants needed to synthesize it. The reactants are: [CH2:1]([O:3][C:4]([C:6]1([C:9]2[CH:14]=[CH:13][C:12]([C:15]3[CH:20]=[CH:19][C:18]([C:21]4[O:25][N:24]=[C:23]([CH3:26])[C:22]=4[CH2:27][NH:28][CH2:29][CH:30]([C:32]4[CH:37]=[CH:36][CH:35]=[CH:34][CH:33]=4)[CH3:31])=[CH:17][CH:16]=3)=[CH:11][CH:10]=2)[CH2:8][CH2:7]1)=[O:5])[CH3:2].[C:38](Cl)(=[O:40])[CH3:39].